Dataset: Full USPTO retrosynthesis dataset with 1.9M reactions from patents (1976-2016). Task: Predict the reactants needed to synthesize the given product. (1) Given the product [Cl:20][C:10]1[C:9]2[C:14](=[CH:15][CH:16]=[C:7]([C:2]3[CH:3]=[CH:4][CH:5]=[CH:6][N:1]=3)[CH:8]=2)[N:13]=[CH:12][N:11]=1, predict the reactants needed to synthesize it. The reactants are: [N:1]1[CH:6]=[CH:5][CH:4]=[CH:3][C:2]=1[C:7]1[CH:8]=[C:9]2[C:14](=[CH:15][CH:16]=1)[N:13]=[CH:12][N:11]=[C:10]2O.P(Cl)(Cl)([Cl:20])=O. (2) Given the product [C:33]([C:15]1[CH:14]=[CH:13][C:12]2[CH:6]([CH2:5][CH2:4][C:3]([O:2][CH3:1])=[O:32])[N:7]([C:25]([O:27][C:28]([CH3:29])([CH3:31])[CH3:30])=[O:26])[CH2:8][CH2:9][CH2:10][C:11]=2[CH:16]=1)#[N:34], predict the reactants needed to synthesize it. The reactants are: [CH3:1][O:2][C:3](=[O:32])[CH2:4][CH2:5][CH:6]1[C:12]2[CH:13]=[CH:14][C:15](OS(C(F)(F)F)(=O)=O)=[CH:16][C:11]=2[CH2:10][CH2:9][CH2:8][N:7]1[C:25]([O:27][C:28]([CH3:31])([CH3:30])[CH3:29])=[O:26].[CH3:33][N:34](C=O)C. (3) Given the product [CH2:1]([C:3]1[C:4]([C:23]([C:26]2[NH:30][C:29]3[CH:39]=[CH:40][C:41]([C:43]#[N:44])=[CH:42][C:28]=3[N:27]=2)([OH:25])[CH3:24])=[C:5]2[C:9](=[C:10]([CH3:12])[CH:11]=1)[N:8]([S:13]([C:16]1[CH:17]=[CH:18][C:19]([CH3:20])=[CH:21][CH:22]=1)(=[O:15])=[O:14])[CH:7]=[CH:6]2)[CH3:2], predict the reactants needed to synthesize it. The reactants are: [CH2:1]([C:3]1[C:4]([C:23]([C:26]2[N:30](COCC[Si](C)(C)C)[C:29]3[CH:39]=[CH:40][C:41]([C:43]#[N:44])=[CH:42][C:28]=3[N:27]=2)([OH:25])[CH3:24])=[C:5]2[C:9](=[C:10]([CH3:12])[CH:11]=1)[N:8]([S:13]([C:16]1[CH:22]=[CH:21][C:19]([CH3:20])=[CH:18][CH:17]=1)(=[O:15])=[O:14])[CH:7]=[CH:6]2)[CH3:2].C(C1C(C(C2N(COCC[Si](C)(C)C)C3C=C(C#N)C=CC=3N=2)(O)C)=C2C(=C(C)C=1)N(S(C1C=CC(C)=CC=1)(=O)=O)C=C2)C.C(N)CN.CCCC[N+](CCCC)(CCCC)CCCC.[F-].C1COCC1. (4) Given the product [OH:20][C:21]1[CH:29]=[CH:28][CH:27]=[CH:26][C:22]=1[C:23]([NH:1][C:2]1[CH:19]=[CH:18][C:5]([C:6]([NH:8][CH2:9][CH2:10][CH2:11][CH2:12][CH2:13][C:14]([OH:16])=[O:15])=[O:7])=[CH:4][CH:3]=1)=[O:24], predict the reactants needed to synthesize it. The reactants are: [NH2:1][C:2]1[CH:19]=[CH:18][C:5]([C:6]([NH:8][CH2:9][CH2:10][CH2:11][CH2:12][CH2:13][C:14]([O:16]C)=[O:15])=[O:7])=[CH:4][CH:3]=1.[OH:20][C:21]1[CH:29]=[CH:28][CH:27]=[CH:26][C:22]=1[C:23](Cl)=[O:24].C(N(CC)CC)C.[OH-].[Na+].Cl. (5) Given the product [C:1]([O:4][CH2:18][C:19](=[O:31])[CH2:20][C:21]1[C:22]2[CH:29]=[C:28]([Cl:30])[CH:27]=[CH:26][C:23]=2[S:24][CH:25]=1)(=[O:3])[CH3:2], predict the reactants needed to synthesize it. The reactants are: [C:1]([O:4]CC(=O)CC1C=CC(Cl)=C(Cl)C=1)(=[O:3])[CH3:2].Cl[CH2:18][C:19](=[O:31])[CH2:20][C:21]1[C:22]2[CH:29]=[C:28]([Cl:30])[CH:27]=[CH:26][C:23]=2[S:24][CH:25]=1.C(O)(=O)C.C(N(CC)CC)C. (6) Given the product [Cl:1][C:2]1[CH:3]=[C:4]([C:9]([C:12]2[N:16]([C:17]3[CH:18]=[CH:19][C:20]([F:23])=[CH:21][CH:22]=3)[C:15]([S:24][CH2:26][C:27]3[C:28]([F:36])=[CH:29][C:30]([C:31]#[N:32])=[CH:33][C:34]=3[F:35])=[N:14][CH:13]=2)([CH3:11])[CH3:10])[CH:5]=[CH:6][C:7]=1[Cl:8], predict the reactants needed to synthesize it. The reactants are: [Cl:1][C:2]1[CH:3]=[C:4]([C:9]([C:12]2[N:16]([C:17]3[CH:22]=[CH:21][C:20]([F:23])=[CH:19][CH:18]=3)[C:15](=[S:24])[NH:14][CH:13]=2)([CH3:11])[CH3:10])[CH:5]=[CH:6][C:7]=1[Cl:8].Br[CH2:26][C:27]1[C:34]([F:35])=[CH:33][C:30]([C:31]#[N:32])=[CH:29][C:28]=1[F:36].C([O-])([O-])=O.[K+].[K+].